From a dataset of Peptide-MHC class I binding affinity with 185,985 pairs from IEDB/IMGT. Regression. Given a peptide amino acid sequence and an MHC pseudo amino acid sequence, predict their binding affinity value. This is MHC class I binding data. (1) The peptide sequence is THEANTMAM. The MHC is HLA-B46:01 with pseudo-sequence HLA-B46:01. The binding affinity (normalized) is 0.0847. (2) The binding affinity (normalized) is 0.0847. The MHC is HLA-B48:01 with pseudo-sequence HLA-B48:01. The peptide sequence is EHVQGDIDL. (3) The peptide sequence is IVFNLPVSK. The MHC is Patr-A0101 with pseudo-sequence Patr-A0101. The binding affinity (normalized) is 0.362. (4) The peptide sequence is ASGKGLSSL. The MHC is Mamu-A01 with pseudo-sequence Mamu-A01. The binding affinity (normalized) is 0.186.